From a dataset of Forward reaction prediction with 1.9M reactions from USPTO patents (1976-2016). Predict the product of the given reaction. (1) Given the reactants [CH2:1]1[C:10]2[C:5](=[CH:6][CH:7]=[CH:8][CH:9]=2)[CH2:4][CH2:3][N:2]1[CH2:11][CH:12]([OH:23])[CH2:13][O:14][C:15]1[CH:16]=[C:17]([CH:20]=[CH:21][CH:22]=1)[CH:18]=O.[O:24]1[CH2:29][CH2:28][CH:27]([NH2:30])[CH2:26][CH2:25]1.[BH-](OC(C)=O)(OC(C)=O)OC(C)=O.[Na+], predict the reaction product. The product is: [CH2:1]1[C:10]2[C:5](=[CH:6][CH:7]=[CH:8][CH:9]=2)[CH2:4][CH2:3][N:2]1[CH2:11][CH:12]([OH:23])[CH2:13][O:14][C:15]1[CH:22]=[CH:21][CH:20]=[C:17]([CH2:18][NH:30][CH:27]2[CH2:28][CH2:29][O:24][CH2:25][CH2:26]2)[CH:16]=1. (2) Given the reactants [Cl-].[NH3+:2][CH2:3][C:4]1[CH:5]=[C:6]([CH:17]=[CH:18][C:19]=1[O:20][CH3:21])[CH2:7][C:8]1([C:13]([O:15]C)=[O:14])[CH2:12][CH2:11][CH2:10][O:9]1.[Cl:22][C:23]1[CH:31]=[C:30]([O:32][CH2:33][CH2:34][CH3:35])[CH:29]=[CH:28][C:24]=1[C:25](O)=[O:26].C(N(CC)CC)C.C(P(=O)(OCC)OCC)#N, predict the reaction product. The product is: [Cl:22][C:23]1[CH:31]=[C:30]([O:32][CH2:33][CH2:34][CH3:35])[CH:29]=[CH:28][C:24]=1[C:25]([NH:2][CH2:3][C:4]1[CH:5]=[C:6]([CH:17]=[CH:18][C:19]=1[O:20][CH3:21])[CH2:7][C:8]1([C:13]([OH:15])=[O:14])[CH2:12][CH2:11][CH2:10][O:9]1)=[O:26]. (3) Given the reactants [C:1]([O:4][C:5]1[C:6](Br)=[N:7][CH:8]=[CH:9][CH:10]=1)(=[O:3])[CH3:2].C(N(CC)CC)C.[CH3:19][Si:20]([C:23]#[CH:24])([CH3:22])[CH3:21], predict the reaction product. The product is: [C:1]([O:4][C:5]1[C:6]([CH2:24][CH2:23][Si:20]([CH3:22])([CH3:21])[CH3:19])=[N:7][CH:8]=[CH:9][CH:10]=1)(=[O:3])[CH3:2]. (4) The product is: [Cl:27][C:5]1[CH:6]=[C:7]([C:14]([O:16][CH3:17])=[O:15])[CH:8]=[C:9]2[C:10]3([CH2:11][CH2:12]3)[CH2:13][C:2]([CH3:18])([CH3:1])[O:3][C:4]=12. Given the reactants [CH3:1][C:2]1([CH3:18])[CH2:13][C:10]2([CH2:12][CH2:11]2)[C:9]2[C:4](=[CH:5][CH:6]=[C:7]([C:14]([O:16][CH3:17])=[O:15])[CH:8]=2)[O:3]1.Cl.C1C(=O)N([Cl:27])C(=O)C1.S([O-])([O-])(=O)=S.[Na+].[Na+].[OH-].[Na+], predict the reaction product. (5) Given the reactants [H-].[Al+3].[Li+].[H-].[H-].[H-].[Cl:7][C:8]1[CH:9]=[CH:10][C:11]2[N:17]3[C:18]([CH:21]4[CH2:23][CH2:22]4)=[N:19][N:20]=[C:16]3[C@@H:15]([CH2:24][C:25](OC)=[O:26])[S:14][C@H:13]([C:29]3[CH:34]=[CH:33][CH:32]=[C:31]([O:35][CH3:36])[C:30]=3[O:37][CH3:38])[C:12]=2[CH:39]=1.C(C(C(C([O-])=O)O)O)([O-])=O.[Na+].[K+], predict the reaction product. The product is: [Cl:7][C:8]1[CH:9]=[CH:10][C:11]2[N:17]3[C:18]([CH:21]4[CH2:23][CH2:22]4)=[N:19][N:20]=[C:16]3[C@@H:15]([CH2:24][CH2:25][OH:26])[S:14][C@H:13]([C:29]3[CH:34]=[CH:33][CH:32]=[C:31]([O:35][CH3:36])[C:30]=3[O:37][CH3:38])[C:12]=2[CH:39]=1. (6) Given the reactants C([O:4][C:5]1[CH:6]=[C:7](/[CH:13]=[CH:14]/[C:15]([NH:17][C:18]2[C:27]3[C:22](=[CH:23][CH:24]=[CH:25][CH:26]=3)[CH:21]=[CH:20][CH:19]=2)=[O:16])[CH:8]=[CH:9][C:10]=1[O:11][CH3:12])(=O)C.[OH-].[Na+], predict the reaction product. The product is: [OH:4][C:5]1[CH:6]=[C:7](/[CH:13]=[CH:14]/[C:15]([NH:17][C:18]2[C:27]3[C:22](=[CH:23][CH:24]=[CH:25][CH:26]=3)[CH:21]=[CH:20][CH:19]=2)=[O:16])[CH:8]=[CH:9][C:10]=1[O:11][CH3:12]. (7) Given the reactants [SH:1][C:2]1[N:9]=[CH:8][CH:7]=[CH:6][C:3]=1[C:4]#[N:5].C([O-])(O)=[O:11].[Na+], predict the reaction product. The product is: [S:1]1[C:2]2=[N:9][CH:8]=[CH:7][CH:6]=[C:3]2[C:4](=[O:11])[NH:5]1.